Dataset: Full USPTO retrosynthesis dataset with 1.9M reactions from patents (1976-2016). Task: Predict the reactants needed to synthesize the given product. (1) The reactants are: S(O)(O)(=O)=O.[NH2:6][C:7]1[N:12]=[C:11]([NH2:13])[N:10]=[C:9]([NH2:14])[C:8]=1[NH2:15].[Cl-].[Ba+2].[Cl-].[OH:19][CH:20](O)[C:21](=O)[CH3:22].O.Cl.N[C@H](C(O)=O)CS. Given the product [NH2:13][C:11]1[N:12]=[C:7]([NH2:6])[C:8]2[C:9](=[N:14][CH:22]=[C:21]([CH2:20][OH:19])[N:15]=2)[N:10]=1, predict the reactants needed to synthesize it. (2) Given the product [Cl:1][C:2]1[N:9]=[CH:8][CH:7]=[C:6]([C:10]2[CH:15]=[CH:14][C:13]([O:16][C:17]3[CH:22]=[CH:21][CH:20]=[CH:19][CH:18]=3)=[CH:12][CH:11]=2)[C:3]=1[C:4]#[N:5], predict the reactants needed to synthesize it. The reactants are: [Cl:1][C:2]1[N:9]=[CH:8][CH:7]=[C:6]([C:10]2[CH:15]=[CH:14][C:13]([OH:16])=[CH:12][CH:11]=2)[C:3]=1[C:4]#[N:5].[C:17]1(B(O)O)[CH:22]=[CH:21][CH:20]=[CH:19][CH:18]=1. (3) Given the product [F:1][C:2]1[CH:9]=[CH:8][C:5]([CH:6]=[O:7])=[CH:4][C:3]=1[N+:10]([O-:12])=[O:11], predict the reactants needed to synthesize it. The reactants are: [F:1][C:2]1[CH:9]=[CH:8][C:5]([CH2:6][OH:7])=[CH:4][C:3]=1[N+:10]([O-:12])=[O:11].C(N(CC)CC)C. (4) The reactants are: [O:1]1[CH:5]=[CH:4][CH:3]=[C:2]1[C:6](=[O:16])[CH2:7][C:8]1[CH:13]=[CH:12][N:11]=[C:10]([S:14][CH3:15])[N:9]=1.C(O[CH:20](OCC)[N:21]([CH3:23])[CH3:22])C. Given the product [CH3:20][N:21]([CH3:23])/[CH:22]=[C:7](/[C:8]1[CH:13]=[CH:12][N:11]=[C:10]([S:14][CH3:15])[N:9]=1)\[C:6]([C:2]1[O:1][CH:5]=[CH:4][CH:3]=1)=[O:16], predict the reactants needed to synthesize it. (5) Given the product [C:1]([O:5][C:6]([N:8]1[CH2:13][CH2:12][N:11]([CH2:14][C:15]2[S:23][C:22]3[C:21]([N:24]4[CH2:29][CH2:28][O:27][CH2:26][CH2:25]4)=[N:20][C:19]([S:32][CH3:31])=[N:18][C:17]=3[CH:16]=2)[CH2:10][CH2:9]1)=[O:7])([CH3:4])([CH3:3])[CH3:2], predict the reactants needed to synthesize it. The reactants are: [C:1]([O:5][C:6]([N:8]1[CH2:13][CH2:12][N:11]([CH2:14][C:15]2[S:23][C:22]3[C:21]([N:24]4[CH2:29][CH2:28][O:27][CH2:26][CH2:25]4)=[N:20][C:19](Cl)=[N:18][C:17]=3[CH:16]=2)[CH2:10][CH2:9]1)=[O:7])([CH3:4])([CH3:3])[CH3:2].[CH3:31][S-:32].[Na+]. (6) Given the product [CH:1]([O:4][C:5]1[CH:10]=[CH:9][C:8]([C:11]2[N:12]=[C:13]([CH:24]3[CH2:25][CH2:26][N:27]([C:34](=[O:40])[N:51]([OH:52])[CH3:50])[CH2:28][CH2:29]3)[O:14][C:15]=2[C:16]2[CH:21]=[CH:20][C:19]([O:22][CH3:23])=[CH:18][CH:17]=2)=[CH:7][CH:6]=1)([CH3:3])[CH3:2], predict the reactants needed to synthesize it. The reactants are: [CH:1]([O:4][C:5]1[CH:10]=[CH:9][C:8]([C:11]2[N:12]=[C:13]([CH:24]3[CH2:29][CH2:28][NH:27][CH2:26][CH2:25]3)[O:14][C:15]=2[C:16]2[CH:21]=[CH:20][C:19]([O:22][CH3:23])=[CH:18][CH:17]=2)=[CH:7][CH:6]=1)([CH3:3])[CH3:2].ClC(Cl)(O[C:34](=[O:40])OC(Cl)(Cl)Cl)Cl.C(N(CC)CC)C.Cl.[CH3:50][NH:51][OH:52].[Cl-].[NH4+]. (7) Given the product [Cl:1][C:2]1[C:3]([CH2:4][OH:5])=[CH:7][CH:8]=[C:9]([Cl:11])[N:10]=1, predict the reactants needed to synthesize it. The reactants are: [Cl:1][C:2]1[N:10]=[C:9]([Cl:11])[CH:8]=[CH:7][C:3]=1[C:4](O)=[O:5].ClC1C(CO)=CC(F)=C(Cl)N=1. (8) Given the product [CH2:41]([O:42][C:43](=[O:38])[O:14][C:13]1[C:12]2([CH2:19][CH2:18][N:17]([O:20][CH3:21])[CH2:16][CH2:15]2)[N:11]([O:22][C:33]([O:35][CH2:36][CH3:37])=[O:34])[C:10](=[O:23])[C:9]=1[C:5]1[C:6]([CH3:8])=[CH:7][C:2]([Cl:1])=[CH:3][C:4]=1[CH3:24])[CH3:40], predict the reactants needed to synthesize it. The reactants are: [Cl:1][C:2]1[CH:7]=[C:6]([CH3:8])[C:5]([C:9]2[C:10](=[O:23])[N:11]([OH:22])[C:12]3([CH2:19][CH2:18][N:17]([O:20][CH3:21])[CH2:16][CH2:15]3)[C:13]=2[OH:14])=[C:4]([CH3:24])[CH:3]=1.C(N(CC)CC)C.Cl[C:33]([O:35][CH2:36][CH3:37])=[O:34].[OH2:38].C1[CH2:43][O:42][CH2:41][CH2:40]1.